Task: Binary Classification. Given a miRNA mature sequence and a target amino acid sequence, predict their likelihood of interaction.. Dataset: Experimentally validated miRNA-target interactions with 360,000+ pairs, plus equal number of negative samples (1) The miRNA is hsa-let-7b-5p with sequence UGAGGUAGUAGGUUGUGUGGUU. The protein sequence of the target gene is MADVVVGKDKGGEQRLISLPLSRIRVIMKSSPEVSSINQEALVLTAKATELFVQCLATYSYRHGSGKEKKVLTYSDLANTAQQSETFQFLADILPKKILASKYLKMLKEEKREEDEENDNDNESDHDEADS. Result: 1 (interaction). (2) The miRNA is mmu-miR-140-3p with sequence UACCACAGGGUAGAACCACGG. The protein sequence of the target gene is MSSKESCGKKETSQRKDTTTSSPNFGEKDKKERKTPASSTSSSSIRSVSSEKRKLKSDHTDVLYYNIKRRQGLKRLSVEIDTLRRRPKIGSSSQRPIKLKEASYSNDNQIILQSPSSNGTKKDIHKCVDFKPKDIKLTNAGSKLDHGIKSLSSPKIASDVKPKAEGQASENKWSHLLVQREKMKELKKGRNSKFRDNSEKCVLEKWKRNQFSQDYNSNKIIKEPLGSRRQKISFKIPIKSRDTLQKLVEENVFNIDSNNSKTKQEEREYLESSQVSLNVTRQKTEHLLSDFTYKRTVHEW.... Result: 0 (no interaction). (3) Result: 1 (interaction). The protein sequence of the target gene is MTPARGSALSLALLLVALAADLAAGLKCVCLLCDSSNFTCQTEGACWASVMLTNGKEQVIKSCVSLPELNAQVFCHSSNNVTKTECCFTDFCNNITLHLPTASPNAPRLGPTELTVVITVPVCLLSIAAMLTIWACQDRQCTYRKTKRHNVEEALAEYSLVNAGKTLKDLIYDATASGSGSGLPLLVQRTIARTIVLQEIVGKGRFGEVWHGRWCGEDVAVKIFSSRDERSWFREAEIYQTVMLRHENILGFIAADNKDNGTWTQLWLVSEYHEQGSLYDYLNRNIVTVAGMVKLALSIA.... The miRNA is mmu-miR-501-5p with sequence AAUCCUUUGUCCCUGGGUGAAA. (4) The miRNA is mmu-miR-466f-3p with sequence CAUACACACACACAUACACAC. The protein sequence of the target gene is MPPAGGPRTPRPHALPRSLSRLRECPGRSRIVLALGATQMALGCLIVAVSFAALALTTSARVRHSCPFWAGFSVLLSGLIGVVSWKRPLSLVITFFMLLSAVCVMLNLAGSILSCQNAQLVSSLEGCQLIKFDSVEVCVCCELQHHSSGCSNLGETLKLNPLQENCNAVRLTLKDLLFSVCALNVLSTIVCALATAMCCMQMVSADVLQMFFPHRSHSANAACVTPHGTILHQTLDFDEFIAPLPPPPYYPPEYTCTPTAEAHRGLHLDFASSPFSTLYDVAINSPGILYPAELPPPYEA.... Result: 1 (interaction). (5) The miRNA is bta-miR-199a-5p with sequence CCCAGUGUUCAGACUACCUGUU. The protein sequence of the target gene is MFPLRALWLVWALLGVAGSCPEPCACVDKYAHQFADCAYKELREVPEGLPANVTTLSLSANKITVLRRGAFADVTQVTSLWLAHNEVRTVEPGALAVLSQLKNLDLSHNFISSFPWSDLRNLSALQLLKMNHNRLGSLPRDALGALPDLRSLRINNNRLRTLAPGTFDALSALSHLQLYHNPFHCGCGLVWLQAWAASTRVSLPEPDSIACASPPALQGVPVYRLPALPCAPPSVHLSAEPPLEAPGTPLRAGLAFVLHCIADGHPTPRLQWQLQIPGGTVVLEPPVLSGEDDGVGAEEG.... Result: 0 (no interaction). (6) The miRNA is mmu-miR-542-3p with sequence UGUGACAGAUUGAUAACUGAAA. The protein sequence of the target gene is MKWITPASLILLLHFAASKALHENEFGIASTLDSSQCVTEKNVLSIATITFTQFVPEATEEEVNKMTSDVLAAMKKNSGDGCLESQLSVFLDEICHETELSNKYGLSGCCSQSGVERHQCLLARKKTAPASVPPFQFPEPAESCKAHEENRAVFMNRFIYEVSRRNPFMYAPAILSLAAQYDKVVLACCKADNKEECFQTKRASIAKELREGSMLNEHVCSVIRKFGSRNLQATTIIKLSQKLTEANFTEIQKLALDVAHIHEECCQGNSLECLQDGEKVMTYICSQQNILSSKIAECCK.... Result: 0 (no interaction). (7) The miRNA is hsa-miR-4659a-3p with sequence UUUCUUCUUAGACAUGGCAACG. The protein sequence of the target gene is MAASRLPPATLTLKQFVRRQQVLLLYRRILQTIRQVPNDSDRKYLKDWAREEFRRNKSATEEDTIRMMITQGNMQLKELEKTLALAKS. Result: 1 (interaction). (8) The miRNA is hsa-miR-6877-3p with sequence CAGCCUCUGCCCUUGGCCUCC. The protein sequence of the target gene is MAPKRTADGRRRKRGQKTEDNKVARHEESVADDFEDEKQKPRRKSSFPKVSQGKRKRGCSDPGDPTNGAAKKKVAKATAKSKNLKVLKEEALSDGDDFRDSPADCKKAKKHPKSKVVDQGTDEDDSEDDWEEVEELTEPVLDMGENSATSPSDMPVKAVEIEIETPQQAKERERSEKIKMEFETYLRRMMKRFNKEVQENMHKVHLLCLLASGFYRNSICRQPDLLAIGLSIIPIRFTKVPLQDRDAYYLSNLVKWFIGTFTVNADLSASEQDDLQTTLERRIAIYSARDNEELVHIFLL.... Result: 0 (no interaction). (9) The miRNA is gga-miR-133a-3p with sequence UUGGUCCCCUUCAACCAGCUGU. The protein sequence of the target gene is MALPGPAVFGPGSRGSLDEAGAEGREAAALAAAGVALEDEEEDDGRRGLLRWDGFSAWLHCVCVVGFDLELGQAVEVIYPQHSKLTDKEKTNICYLSFPDSNSGCLGDTQFCFRFRQSSGRRVSLHCLLDEFDKDLPVYLKKDPAYFYGYVYFRQVRDKTLKRGYFQKSLVLISKLPYIHFFHTVLKQIAPEYFEKNEPYLEAACNDVDRWPAPVPGKTLHLPIMGLVMKVRIPTCHDKPGTTQMVQLTQQADTHTSIILPTVHEVDLFRCFCPVFLHSQMLWELVLLGEPLVVMAPSPS.... Result: 0 (no interaction).